From a dataset of Forward reaction prediction with 1.9M reactions from USPTO patents (1976-2016). Predict the product of the given reaction. (1) The product is: [CH3:4][C:2]([NH:5][C:6]1[C:15]2[C:10](=[CH:11][CH:12]=[CH:13][CH:14]=2)[N:9]2[N:16]=[N:17][N:18]=[C:8]2[C:7]=1[NH2:19])([CH3:1])[CH3:3]. Given the reactants [CH3:1][C:2]([NH:5][C:6]1[C:15]2[C:10](=[CH:11][CH:12]=[CH:13][CH:14]=2)[N:9]2[N:16]=[N:17][N:18]=[C:8]2[C:7]=1[N+:19]([O-])=O)([CH3:4])[CH3:3], predict the reaction product. (2) Given the reactants [NH2:1][C@H:2]([CH2:6][OH:7])[CH:3]([CH3:5])[CH3:4].[C:8](=O)([O-])[O-:9].[K+].[K+].C(=O)(OC)OC, predict the reaction product. The product is: [CH:3]([C@H:2]1[CH2:6][O:7][C:8](=[O:9])[NH:1]1)([CH3:5])[CH3:4]. (3) The product is: [F:15][C:13]1[CH:12]=[CH:11][C:5]2[O:6][CH:7]=[C:1]([CH3:2])[C:4]=2[CH:14]=1. Given the reactants [C:1]([C:4]1[CH:14]=[C:13]([F:15])[CH:12]=[CH:11][C:5]=1[O:6][CH2:7]C(O)=O)(=O)[CH3:2].C([O-])(=O)C.[Na+].O, predict the reaction product. (4) Given the reactants F[C:2]1[CH:9]=[CH:8][C:7]([B:10]2[O:14][C:13]([CH3:16])([CH3:15])[C:12]([CH3:18])([CH3:17])[O:11]2)=[CH:6][C:3]=1[CH:4]=O.C(=O)(O)O.[NH2:23][C:24]([NH2:26])=[NH:25].C([O-])([O-])=O.[K+].[K+].C(#N)C, predict the reaction product. The product is: [NH2:26][C:24]1[N:25]=[CH:4][C:3]2[C:2](=[CH:9][CH:8]=[C:7]([B:10]3[O:14][C:13]([CH3:16])([CH3:15])[C:12]([CH3:18])([CH3:17])[O:11]3)[CH:6]=2)[N:23]=1. (5) Given the reactants Cl[C:2]([O:4][CH2:5]Cl)=[O:3].Cl.[CH3:8][NH:9][CH3:10].C(N(CC)C(C)C)(C)C.[I-].[Na+].[C:22]([OH:25])(=[S:24])[CH3:23], predict the reaction product. The product is: [CH3:8][N:9]([CH3:10])[C:2](=[O:3])[O:4][CH2:5][S:24][C:22](=[O:25])[CH3:23]. (6) Given the reactants [Cl:1][C:2]1[N:11]=[C:10]2[C:5]([CH2:6][CH2:7][C:8](=[O:19])[N:9]2[C:12]2[CH:17]=[CH:16][CH:15]=[CH:14][C:13]=2[Cl:18])=[C:4]([C:20]2[CH:25]=[CH:24][CH:23]=[CH:22][C:21]=2[Cl:26])[CH:3]=1.C1C(=O)N(Br)C(=O)C1.C1CCN2C(=NCCC2)CC1, predict the reaction product. The product is: [Cl:1][C:2]1[N:11]=[C:10]2[C:5]([CH:6]=[CH:7][C:8](=[O:19])[N:9]2[C:12]2[CH:17]=[CH:16][CH:15]=[CH:14][C:13]=2[Cl:18])=[C:4]([C:20]2[CH:25]=[CH:24][CH:23]=[CH:22][C:21]=2[Cl:26])[CH:3]=1.